Dataset: Catalyst prediction with 721,799 reactions and 888 catalyst types from USPTO. Task: Predict which catalyst facilitates the given reaction. (1) Reactant: [Br:1][C:2]1[CH:3]=[CH:4][C:5]2[O:14][CH2:13][CH2:12][C:11]3[CH:10]=[C:9]([C:15]4O[CH:17]=[N:18][N:19]=4)[S:8][C:7]=3[C:6]=2[CH:20]=1.[Cl:21][C:22]1[CH:28]=[C:27]([F:29])[CH:26]=[CH:25][C:23]=1[NH2:24].C(O)(C(F)(F)F)=O.C1(C)C=CC=CC=1. Product: [Br:1][C:2]1[CH:3]=[CH:4][C:5]2[O:14][CH2:13][CH2:12][C:11]3[CH:10]=[C:9]([C:15]4[N:24]([C:23]5[CH:25]=[CH:26][C:27]([F:29])=[CH:28][C:22]=5[Cl:21])[CH:17]=[N:18][N:19]=4)[S:8][C:7]=3[C:6]=2[CH:20]=1. The catalyst class is: 25. (2) Reactant: [CH3:1][C:2]([N:5]([C@H:9]1[CH2:13][CH2:12][N:11]([C:14]2[CH:15]=[C:16]3[C:20](=[CH:21][CH:22]=2)[CH:19](O)[CH2:18][CH2:17]3)[C:10]1=[O:24])[C:6](=[O:8])[O-:7])([CH3:4])[CH3:3].[CH2:25]([N:27](CC)[CH2:28]C)C.CS(Cl)(=O)=O.CNC. Product: [NH3:5].[CH3:4][C:2]([N:5]([C@H:9]1[CH2:13][CH2:12][N:11]([C:14]2[CH:15]=[C:16]3[C:20](=[CH:21][CH:22]=2)[CH:19]([N:27]([CH3:28])[CH3:25])[CH2:18][CH2:17]3)[C:10]1=[O:24])[C:6](=[O:8])[O-:7])([CH3:1])[CH3:3]. The catalyst class is: 168. (3) Reactant: [C:1]([C:3]1[CH:4]=[C:5]2[C:9](=[CH:10][CH:11]=1)[N:8]([C:12]([O:14][C:15]([CH3:18])([CH3:17])[CH3:16])=[O:13])[C:7]([C:19]1[CH:24]=[CH:23][CH:22]=[CH:21][CH:20]=1)=[CH:6]2)#[N:2].[Br:25]N1C(=O)CCC1=O. Product: [Br:25][C:6]1[C:5]2[C:9](=[CH:10][CH:11]=[C:3]([C:1]#[N:2])[CH:4]=2)[N:8]([C:12]([O:14][C:15]([CH3:18])([CH3:17])[CH3:16])=[O:13])[C:7]=1[C:19]1[CH:20]=[CH:21][CH:22]=[CH:23][CH:24]=1. The catalyst class is: 3. (4) Reactant: C(N1C=CN=C1)(N1C=CN=C1)=O.[CH2:13]([O:15][P:16]([CH2:21][C:22]([OH:24])=O)([O:18][CH2:19][CH3:20])=[O:17])[CH3:14].[Cl:25][C:26]1[CH:27]=[C:28]([NH:33][C:34]2[C:43]3[C:38](=[CH:39][C:40]([O:45][C@H:46]4[CH2:50][CH2:49][O:48][CH2:47]4)=[C:41]([NH2:44])[CH:42]=3)[N:37]=[CH:36][N:35]=2)[CH:29]=[CH:30][C:31]=1[F:32].CC(OC)(C)C. Product: [Cl:25][C:26]1[CH:27]=[C:28]([NH:33][C:34]2[C:43]3[C:38](=[CH:39][C:40]([O:45][C@H:46]4[CH2:50][CH2:49][O:48][CH2:47]4)=[C:41]([NH:44][C:22](=[O:24])[CH2:21][P:16](=[O:17])([O:15][CH2:13][CH3:14])[O:18][CH2:19][CH3:20])[CH:42]=3)[N:37]=[CH:36][N:35]=2)[CH:29]=[CH:30][C:31]=1[F:32]. The catalyst class is: 1. (5) Reactant: [Br:1][C:2]1[CH:17]=[CH:16][C:15]([N+:18]([O-])=O)=[CH:14][C:3]=1[CH2:4][N:5]([CH3:13])[C:6](=[O:12])[O:7][C:8]([CH3:11])([CH3:10])[CH3:9].[Cl-].[NH4+]. Product: [NH2:18][C:15]1[CH:16]=[CH:17][C:2]([Br:1])=[C:3]([CH:14]=1)[CH2:4][N:5]([CH3:13])[C:6](=[O:12])[O:7][C:8]([CH3:9])([CH3:10])[CH3:11]. The catalyst class is: 490. (6) Reactant: [Si:1]([O:8][CH2:9][C@@H:10]1[C@H:14]2[O:15][C:16]([CH3:19])([CH3:18])[O:17][C@H:13]2[C@H:12]([CH2:20][C:21]#[N:22])[NH:11]1)([C:4]([CH3:7])([CH3:6])[CH3:5])([CH3:3])[CH3:2].[CH3:23][C:24]([O:27][C:28](O[C:28]([O:27][C:24]([CH3:26])([CH3:25])[CH3:23])=[O:29])=[O:29])([CH3:26])[CH3:25]. Product: [Si:1]([O:8][CH2:9][C@H:10]1[N:11]([C:28]([O:27][C:24]([CH3:26])([CH3:25])[CH3:23])=[O:29])[C@@H:12]([CH2:20][C:21]#[N:22])[C@@H:13]2[O:17][C:16]([CH3:19])([CH3:18])[O:15][C@H:14]12)([C:4]([CH3:6])([CH3:7])[CH3:5])([CH3:3])[CH3:2]. The catalyst class is: 22. (7) Reactant: [C:1]([SiH:4]([CH:8]([CH3:10])[CH3:9])[CH:5]([CH3:7])[CH3:6])([CH3:3])=[CH2:2].[Br:11]N1C(=O)CCC1=O. Product: [C:1]([SiH:4]([CH:8]([CH3:10])[CH3:9])[CH:5]([CH3:7])[CH3:6])([CH3:3])=[CH2:2].[C:1]([Si:4]([CH:8]([CH3:10])[CH3:9])([CH:5]([CH3:7])[CH3:6])[Br:11])([CH3:3])=[CH2:2]. The catalyst class is: 4. (8) Reactant: [Br:1][C:2]1[CH:31]=[C:30]([F:32])[CH:29]=[CH:28][C:3]=1[O:4][C:5]1[C:6]([NH:20]C(=O)OC(C)(C)C)=[N:7][CH:8]=[C:9]([S:11][C:12]2[CH:17]=[CH:16][CH:15]=[C:14]([O:18][CH3:19])[CH:13]=2)[CH:10]=1.C(Cl)Cl.CO.Cl. Product: [Br:1][C:2]1[CH:31]=[C:30]([F:32])[CH:29]=[CH:28][C:3]=1[O:4][C:5]1[C:6]([NH2:20])=[N:7][CH:8]=[C:9]([S:11][C:12]2[CH:17]=[CH:16][CH:15]=[C:14]([O:18][CH3:19])[CH:13]=2)[CH:10]=1. The catalyst class is: 12.